From a dataset of Peptide-MHC class I binding affinity with 185,985 pairs from IEDB/IMGT. Regression. Given a peptide amino acid sequence and an MHC pseudo amino acid sequence, predict their binding affinity value. This is MHC class I binding data. (1) The peptide sequence is RELHLSWEVG. The MHC is HLA-B40:01 with pseudo-sequence HLA-B40:01. The binding affinity (normalized) is 0.379. (2) The MHC is HLA-A02:01 with pseudo-sequence HLA-A02:01. The peptide sequence is ILTAILFFM. The binding affinity (normalized) is 0.672.